This data is from NCI-60 drug combinations with 297,098 pairs across 59 cell lines. The task is: Regression. Given two drug SMILES strings and cell line genomic features, predict the synergy score measuring deviation from expected non-interaction effect. (1) Drug 1: CC(CN1CC(=O)NC(=O)C1)N2CC(=O)NC(=O)C2. Drug 2: C1=NNC2=C1C(=O)NC=N2. Cell line: HOP-92. Synergy scores: CSS=20.4, Synergy_ZIP=-4.73, Synergy_Bliss=1.31, Synergy_Loewe=-1.68, Synergy_HSA=2.69. (2) Drug 1: CC1=C(C(=CC=C1)Cl)NC(=O)C2=CN=C(S2)NC3=CC(=NC(=N3)C)N4CCN(CC4)CCO. Drug 2: N.N.Cl[Pt+2]Cl. Cell line: SR. Synergy scores: CSS=51.1, Synergy_ZIP=1.01, Synergy_Bliss=0.197, Synergy_Loewe=1.62, Synergy_HSA=1.75. (3) Drug 2: C1CCC(C(C1)N)N.C(=O)(C(=O)[O-])[O-].[Pt+4]. Drug 1: C1CNP(=O)(OC1)N(CCCl)CCCl. Synergy scores: CSS=16.1, Synergy_ZIP=-3.25, Synergy_Bliss=-1.89, Synergy_Loewe=-20.1, Synergy_HSA=-2.84. Cell line: OVCAR-8. (4) Drug 1: CC1=C(C=C(C=C1)NC(=O)C2=CC=C(C=C2)CN3CCN(CC3)C)NC4=NC=CC(=N4)C5=CN=CC=C5. Drug 2: C(=O)(N)NO. Cell line: ACHN. Synergy scores: CSS=-5.63, Synergy_ZIP=2.58, Synergy_Bliss=1.70, Synergy_Loewe=-2.43, Synergy_HSA=-2.85. (5) Drug 1: CC1=C(C(=CC=C1)Cl)NC(=O)C2=CN=C(S2)NC3=CC(=NC(=N3)C)N4CCN(CC4)CCO. Drug 2: CN1C2=C(C=C(C=C2)N(CCCl)CCCl)N=C1CCCC(=O)O.Cl. Cell line: HT29. Synergy scores: CSS=14.4, Synergy_ZIP=-4.73, Synergy_Bliss=4.85, Synergy_Loewe=-17.7, Synergy_HSA=1.77. (6) Drug 1: C1=C(C(=O)NC(=O)N1)N(CCCl)CCCl. Drug 2: CCC1(CC2CC(C3=C(CCN(C2)C1)C4=CC=CC=C4N3)(C5=C(C=C6C(=C5)C78CCN9C7C(C=CC9)(C(C(C8N6C)(C(=O)OC)O)OC(=O)C)CC)OC)C(=O)OC)O.OS(=O)(=O)O. Cell line: NCI-H226. Synergy scores: CSS=41.3, Synergy_ZIP=-3.41, Synergy_Bliss=-2.80, Synergy_Loewe=-19.1, Synergy_HSA=-1.18. (7) Drug 1: CCC1=C2CN3C(=CC4=C(C3=O)COC(=O)C4(CC)O)C2=NC5=C1C=C(C=C5)O. Drug 2: CS(=O)(=O)OCCCCOS(=O)(=O)C. Cell line: ACHN. Synergy scores: CSS=47.3, Synergy_ZIP=-2.95, Synergy_Bliss=-2.07, Synergy_Loewe=-1.93, Synergy_HSA=0.224. (8) Drug 2: CCC(=C(C1=CC=CC=C1)C2=CC=C(C=C2)OCCN(C)C)C3=CC=CC=C3.C(C(=O)O)C(CC(=O)O)(C(=O)O)O. Cell line: OVCAR-4. Synergy scores: CSS=13.3, Synergy_ZIP=0.728, Synergy_Bliss=0.278, Synergy_Loewe=-0.787, Synergy_HSA=0.0955. Drug 1: CC12CCC3C(C1CCC2=O)CC(=C)C4=CC(=O)C=CC34C. (9) Drug 1: COC1=CC(=CC(=C1O)OC)C2C3C(COC3=O)C(C4=CC5=C(C=C24)OCO5)OC6C(C(C7C(O6)COC(O7)C8=CC=CS8)O)O. Drug 2: CCCCC(=O)OCC(=O)C1(CC(C2=C(C1)C(=C3C(=C2O)C(=O)C4=C(C3=O)C=CC=C4OC)O)OC5CC(C(C(O5)C)O)NC(=O)C(F)(F)F)O. Cell line: RPMI-8226. Synergy scores: CSS=59.6, Synergy_ZIP=1.90, Synergy_Bliss=-0.736, Synergy_Loewe=-6.28, Synergy_HSA=0.373.